From a dataset of Full USPTO retrosynthesis dataset with 1.9M reactions from patents (1976-2016). Predict the reactants needed to synthesize the given product. (1) The reactants are: [Br:1][C:2]1[C:3]([Cl:11])=[N:4][CH:5]=[C:6]([CH:10]=1)[C:7](O)=[O:8].B.Cl. Given the product [Cl:11][C:3]1[C:2]([Br:1])=[CH:10][C:6]([CH2:7][OH:8])=[CH:5][N:4]=1, predict the reactants needed to synthesize it. (2) Given the product [CH3:17][C:18]([S@@:21]([NH:23][CH:14]([C:4]1[CH:5]=[N:6][C:7]([O:8][CH2:9][C:10]([F:13])([F:12])[F:11])=[C:2]([CH3:1])[CH:3]=1)[CH3:15])=[O:22])([CH3:20])[CH3:19], predict the reactants needed to synthesize it. The reactants are: [CH3:1][C:2]1[CH:3]=[C:4]([C:14](=O)[CH3:15])[CH:5]=[N:6][C:7]=1[O:8][CH2:9][C:10]([F:13])([F:12])[F:11].[CH3:17][C:18]([S@@:21]([NH2:23])=[O:22])([CH3:20])[CH3:19]. (3) Given the product [C:31]([O:24][CH2:23][C:3]1[C:4]([N:8]2[CH:17]=[CH:16][C:15]3[C:10](=[C:11]([F:21])[CH:12]=[C:13]([CH:18]4[CH2:20][CH2:19]4)[CH:14]=3)[C:9]2=[O:22])=[N:5][CH:6]=[CH:7][C:2]=1[Cl:1])(=[O:33])[CH3:32], predict the reactants needed to synthesize it. The reactants are: [Cl:1][C:2]1[CH:7]=[CH:6][N:5]=[C:4]([N:8]2[CH:17]=[CH:16][C:15]3[C:10](=[C:11]([F:21])[CH:12]=[C:13]([CH:18]4[CH2:20][CH2:19]4)[CH:14]=3)[C:9]2=[O:22])[C:3]=1[CH2:23][OH:24].N1C=CC=CC=1.[C:31](Cl)(=[O:33])[CH3:32].O.